This data is from Peptide-MHC class I binding affinity with 185,985 pairs from IEDB/IMGT. The task is: Regression. Given a peptide amino acid sequence and an MHC pseudo amino acid sequence, predict their binding affinity value. This is MHC class I binding data. (1) The peptide sequence is GEMWAQDAA. The MHC is HLA-B15:01 with pseudo-sequence HLA-B15:01. The binding affinity (normalized) is 0.306. (2) The peptide sequence is GACYSIEPL. The MHC is Patr-B0101 with pseudo-sequence Patr-B0101. The binding affinity (normalized) is 0.521. (3) The MHC is HLA-A23:01 with pseudo-sequence HLA-A23:01. The binding affinity (normalized) is 0.829. The peptide sequence is NYMPYVFTL. (4) The MHC is HLA-A68:02 with pseudo-sequence HLA-A68:02. The peptide sequence is AEGVVAFLI. The binding affinity (normalized) is 0.0847.